Task: Predict the reactants needed to synthesize the given product.. Dataset: Full USPTO retrosynthesis dataset with 1.9M reactions from patents (1976-2016) (1) Given the product [Cl:7][C:8]1[N:13]=[CH:12][C:11]2[C:14]([CH:1]3[CH2:4][CH2:3][CH2:2]3)=[N:15][N:16]([C:17]([C:18]3[CH:19]=[CH:20][CH:21]=[CH:22][CH:23]=3)([C:24]3[CH:25]=[CH:26][CH:27]=[CH:28][CH:29]=3)[C:30]3[CH:35]=[CH:34][CH:33]=[CH:32][CH:31]=3)[C:10]=2[CH:9]=1, predict the reactants needed to synthesize it. The reactants are: [CH:1]1([Mg]Cl)[CH2:4][CH2:3][CH2:2]1.[Cl:7][C:8]1[N:13]=[CH:12][C:11]2[C:14](I)=[N:15][N:16]([C:17]([C:30]3[CH:35]=[CH:34][CH:33]=[CH:32][CH:31]=3)([C:24]3[CH:29]=[CH:28][CH:27]=[CH:26][CH:25]=3)[C:18]3[CH:23]=[CH:22][CH:21]=[CH:20][CH:19]=3)[C:10]=2[CH:9]=1.COC1C=CC=C(OC)C=1C1C=CC=CC=1P(C1CCCCC1)C1CCCCC1. (2) Given the product [CH3:4][C:3]1[CH:2]=[C:1]([O:5][C:6]2[CH:7]=[CH:8][C:9]([NH2:41])=[CH:10][CH:11]=2)[CH:34]=[CH:35][N:38]=1, predict the reactants needed to synthesize it. The reactants are: [CH2:1]([O:5][C:6]1[CH:11]=[CH:10][C:9](SC2C=CC(N)=CC=2)=[CH:8][CH:7]=1)[CH2:2][CH2:3][CH3:4].C(OC1C=CC(SC2C=C[C:35]([N+:38]([O-])=O)=[CH:34]C=2)=CC=1)CCC.[NH2:41]C1C=CC=CC=1.FC(F)(F)C1C=C(C=CC=1SC1C=CN=CC=1)N.